Dataset: Forward reaction prediction with 1.9M reactions from USPTO patents (1976-2016). Task: Predict the product of the given reaction. (1) Given the reactants B(Br)(Br)Br.[C:5]([C:7]1[CH:12]=[CH:11][C:10]([NH:13][CH:14]([C:20]2[CH:25]=[CH:24][C:23]([O:26]C)=[C:22]([S:28][CH3:29])[CH:21]=2)[C:15]([O:17][CH2:18][CH3:19])=[O:16])=[CH:9][CH:8]=1)#[N:6], predict the reaction product. The product is: [C:5]([C:7]1[CH:12]=[CH:11][C:10]([NH:13][CH:14]([C:20]2[CH:25]=[CH:24][C:23]([OH:26])=[C:22]([S:28][CH3:29])[CH:21]=2)[C:15]([O:17][CH2:18][CH3:19])=[O:16])=[CH:9][CH:8]=1)#[N:6]. (2) Given the reactants [C:1]12([N:11]([CH3:13])[CH3:12])[CH2:10][CH:5]3[CH2:6][CH:7]([CH2:9][CH:3]([CH2:4]3)[CH2:2]1)[CH2:8]2.[S:14]([O:19]C)([O:17][CH3:18])(=[O:16])=[O:15], predict the reaction product. The product is: [S:14]([O-:19])([O-:17])(=[O:16])=[O:15].[C:1]12([N+:11]([CH3:18])([CH3:13])[CH3:12])[CH2:8][CH:7]3[CH2:6][CH:5]([CH2:4][CH:3]([CH2:9]3)[CH2:2]1)[CH2:10]2.[C:1]12([N+:11]([CH3:18])([CH3:13])[CH3:12])[CH2:8][CH:7]3[CH2:6][CH:5]([CH2:4][CH:3]([CH2:9]3)[CH2:2]1)[CH2:10]2. (3) Given the reactants [CH:1]1([CH2:6][C@@H:7]([OH:12])[C:8]([O:10][CH3:11])=[O:9])[CH2:5][CH2:4][CH2:3][CH2:2]1.N1C(C)=CC=CC=1C.[F:21][C:22]([F:35])([F:34])[S:23](O[S:23]([C:22]([F:35])([F:34])[F:21])(=[O:25])=[O:24])(=[O:25])=[O:24].C(OC)(C)(C)C, predict the reaction product. The product is: [CH:1]1([CH2:6][C@@H:7]([O:12][S:23]([C:22]([F:35])([F:34])[F:21])(=[O:25])=[O:24])[C:8]([O:10][CH3:11])=[O:9])[CH2:2][CH2:3][CH2:4][CH2:5]1. (4) Given the reactants [OH:1][CH:2]1[CH2:7][CH2:6][CH:5]([C:8]([O:10][CH2:11][CH3:12])=[O:9])[CH2:4][CH2:3]1.[H-].[Na+].F[C:16]1[CH:21]=[CH:20][C:19]([N+:22]([O-:24])=[O:23])=[CH:18][CH:17]=1.CCCC(C)C, predict the reaction product. The product is: [N+:22]([C:19]1[CH:20]=[CH:21][C:16]([O:1][CH:2]2[CH2:3][CH2:4][CH:5]([C:8]([O:10][CH2:11][CH3:12])=[O:9])[CH2:6][CH2:7]2)=[CH:17][CH:18]=1)([O-:24])=[O:23]. (5) Given the reactants [C:1]([NH:4][C@@H:5]([CH2:10][C:11]1[CH:16]=[CH:15][C:14]([Sn](C)(C)C)=[CH:13][CH:12]=1)[C:6]([O:8][CH3:9])=[O:7])(=[O:3])[CH3:2].Br[C:22]1[C:23]2[C:28]([CH:29]=[C:30]3[C:35]=1[CH:34]=[CH:33][CH:32]=[CH:31]3)=[CH:27][CH:26]=[CH:25][CH:24]=2.C1(C)C=CC=CC=1P(C1C=CC=CC=1C)C1C=CC=CC=1C.N#N, predict the reaction product. The product is: [C:1]([NH:4][C@@H:5]([CH2:10][C:11]1[CH:16]=[CH:15][C:14]([C:22]2[C:35]3[C:30]([CH:29]=[C:28]4[C:23]=2[CH:24]=[CH:25][CH:26]=[CH:27]4)=[CH:31][CH:32]=[CH:33][CH:34]=3)=[CH:13][CH:12]=1)[C:6]([O:8][CH3:9])=[O:7])(=[O:3])[CH3:2]. (6) Given the reactants Cl[C:2]1[N:3]=[N+:4]([O-:13])[C:5]2[CH:11]=[CH:10][C:9]([CH3:12])=[CH:8][C:6]=2[N:7]=1.[NH2:14][CH2:15][CH2:16][CH2:17][N:18]([CH3:30])[CH2:19][CH2:20][CH2:21][NH:22][C:23](=[O:29])[O:24][C:25]([CH3:28])([CH3:27])[CH3:26].C(N(CC)CC)C, predict the reaction product. The product is: [CH3:30][N:18]([CH2:17][CH2:16][CH2:15][NH:14][C:2]1[N:3]=[N+:4]([O-:13])[C:5]2[CH:11]=[CH:10][C:9]([CH3:12])=[CH:8][C:6]=2[N:7]=1)[CH2:19][CH2:20][CH2:21][NH:22][C:23](=[O:29])[O:24][C:25]([CH3:28])([CH3:27])[CH3:26]. (7) Given the reactants [CH:1]([Si:4]([CH:62]([CH3:64])[CH3:63])([CH:59]([CH3:61])[CH3:60])[O:5][C@H:6]1[C@H:11]([O:12][Si:13]([CH:20]([CH3:22])[CH3:21])([CH:17]([CH3:19])[CH3:18])[CH:14]([CH3:16])[CH3:15])[C@@H:10]([CH2:23][O:24][Si](C(C)C)(C(C)C)C(C)C)[O:9][C@@H:8]([C:35]2[CH:40]=[CH:39][N:38]=[CH:37][C:36]=2[NH:41][C:42](=[O:58])[C:43]2[CH:48]=[CH:47][C:46]([F:49])=[C:45]([C:50]3[C:55]([F:56])=[CH:54][CH:53]=[CH:52][C:51]=3[F:57])[N:44]=2)[CH2:7]1)([CH3:3])[CH3:2].[OH-].[Na+], predict the reaction product. The product is: [F:57][C:51]1[CH:52]=[CH:53][CH:54]=[C:55]([F:56])[C:50]=1[C:45]1[N:44]=[C:43]([C:42]([NH:41][C:36]2[CH:37]=[N:38][CH:39]=[CH:40][C:35]=2[C@H:8]2[CH2:7][C@@H:6]([O:5][Si:4]([CH:59]([CH3:60])[CH3:61])([CH:1]([CH3:2])[CH3:3])[CH:62]([CH3:63])[CH3:64])[C@H:11]([O:12][Si:13]([CH:14]([CH3:16])[CH3:15])([CH:17]([CH3:19])[CH3:18])[CH:20]([CH3:22])[CH3:21])[C@@H:10]([CH2:23][OH:24])[O:9]2)=[O:58])[CH:48]=[CH:47][C:46]=1[F:49]. (8) Given the reactants [NH2:1][C:2]1[CH:3]=[N:4][CH:5]=[CH:6][C:7]=1[CH:8]=O.[NH2:10][CH2:11][CH2:12][N:13]1[CH2:17][CH2:16][NH:15][C:14]1=[O:18].CC(O)=O.[BH-](OC(C)=O)(OC(C)=O)OC(C)=O.[Na+].C([O-])([O-])=O.[Na+].[Na+].[C:43]([O:47][C:48](O[C:48]([O:47][C:43]([CH3:46])([CH3:45])[CH3:44])=[O:49])=[O:49])([CH3:46])([CH3:45])[CH3:44], predict the reaction product. The product is: [NH2:1][C:2]1[CH:3]=[N:4][CH:5]=[CH:6][C:7]=1[CH2:8][N:10]([CH2:11][CH2:12][N:13]1[CH2:17][CH2:16][NH:15][C:14]1=[O:18])[C:48](=[O:49])[O:47][C:43]([CH3:46])([CH3:45])[CH3:44]. (9) Given the reactants [C:1]1([CH2:11][CH2:12][OH:13])[C:10]2[C:5](=[CH:6][CH:7]=[CH:8][CH:9]=2)[CH:4]=[CH:3][CH:2]=1.[OH-].C([N+](C)(C)C)C1C=CC=CC=1.[C:26]([O:30][C:31]([CH3:34])([CH3:33])[CH3:32])(=[O:29])[CH:27]=[CH2:28], predict the reaction product. The product is: [C:1]1([CH2:11][CH2:12][O:13][CH2:28][CH2:27][C:26]([O:30][C:31]([CH3:34])([CH3:33])[CH3:32])=[O:29])[C:10]2[C:5](=[CH:6][CH:7]=[CH:8][CH:9]=2)[CH:4]=[CH:3][CH:2]=1. (10) Given the reactants [F:1][C:2]1[CH:3]=[CH:4][C:5]([N+:18]([O-:20])=[O:19])=[C:6]([CH:17]=1)[O:7][C@H:8]1[C@H:12]2[O:13][CH2:14][C@H:15]([OH:16])[C@H:11]2[O:10][CH2:9]1.N1C=CC=CC=1.[F:27][C:28]([F:41])([F:40])[S:29](O[S:29]([C:28]([F:41])([F:40])[F:27])(=[O:31])=[O:30])(=[O:31])=[O:30], predict the reaction product. The product is: [F:1][C:2]1[CH:3]=[CH:4][C:5]([N+:18]([O-:20])=[O:19])=[C:6]([CH:17]=1)[O:7][C@@H:8]1[CH2:9][O:10][C@@H:11]2[C@@H:15]([O:16][S:29]([C:28]([F:41])([F:40])[F:27])(=[O:31])=[O:30])[CH2:14][O:13][C@H:12]12.